This data is from Full USPTO retrosynthesis dataset with 1.9M reactions from patents (1976-2016). The task is: Predict the reactants needed to synthesize the given product. (1) Given the product [Cl:34][C:11]1[CH:12]=[C:13]([C:16]([N:18]2[CH2:27][C:26]3[CH:25]=[N:24][N:23]([CH3:28])[C:22]=3[NH:21][C:20]3[CH:29]=[C:30]([Cl:33])[CH:31]=[CH:32][C:19]2=3)=[O:17])[CH:14]=[CH:15][C:10]=1[CH2:9][NH:8][C:4]([CH:1]1[CH2:3][CH2:2]1)=[O:5], predict the reactants needed to synthesize it. The reactants are: [CH:1]1([C:4](Cl)=[O:5])[CH2:3][CH2:2]1.Cl.[NH2:8][CH2:9][C:10]1[CH:15]=[CH:14][C:13]([C:16]([N:18]2[CH2:27][C:26]3[CH:25]=[N:24][N:23]([CH3:28])[C:22]=3[NH:21][C:20]3[CH:29]=[C:30]([Cl:33])[CH:31]=[CH:32][C:19]2=3)=[O:17])=[CH:12][C:11]=1[Cl:34].CC1C=C2N=C3C(=NC(NC3=O)=O)N(C[C@H](O)[C@H](O)[C@H](O)COP([O-])(O)=O)C2=CC=1C.[Na+].CCN(C(C)C)C(C)C. (2) Given the product [O:25]=[C:24]1[O:13][NH:12][C:11]([CH2:10][N:9]([CH2:15][C:16]([F:17])([F:18])[F:19])[C:6]2[CH:7]=[CH:8][C:3]([C:1]#[N:2])=[C:4]([C:20]([F:22])([F:21])[F:23])[CH:5]=2)=[N:14]1, predict the reactants needed to synthesize it. The reactants are: [C:1]([C:3]1[CH:8]=[CH:7][C:6]([N:9]([CH2:15][C:16]([F:19])([F:18])[F:17])[CH2:10][C:11](=[NH:14])[NH:12][OH:13])=[CH:5][C:4]=1[C:20]([F:23])([F:22])[F:21])#[N:2].[C:24](C1NC=CN=1)(C1NC=CN=1)=[O:25].C1CCN2C(=NCCC2)CC1. (3) Given the product [C:8]([C:7]1[C:2]([N:1]=[CH:17][N:18]([CH3:20])[CH3:19])=[N:3][C:4]([S:12][CH2:13][CH3:14])=[N:5][C:6]=1[S:10][CH3:11])#[N:9], predict the reactants needed to synthesize it. The reactants are: [NH2:1][C:2]1[C:7]([C:8]#[N:9])=[C:6]([S:10][CH3:11])[N:5]=[C:4]([S:12][CH2:13][CH3:14])[N:3]=1.CO[CH:17](OC)[N:18]([CH3:20])[CH3:19].